Dataset: Full USPTO retrosynthesis dataset with 1.9M reactions from patents (1976-2016). Task: Predict the reactants needed to synthesize the given product. (1) Given the product [CH3:7][C:8]1[NH:9][CH:10]=[C:11]([CH3:23])[C:12]=1[CH2:13][CH2:14][CH2:15][N:17]1[CH2:18][CH2:19][O:20][CH2:21][CH2:22]1, predict the reactants needed to synthesize it. The reactants are: [H-].[Al+3].[Li+].[H-].[H-].[H-].[CH3:7][C:8]1[NH:9][CH:10]=[C:11]([CH3:23])[C:12]=1[CH2:13][CH2:14][C:15]([N:17]1[CH2:22][CH2:21][O:20][CH2:19][CH2:18]1)=O. (2) Given the product [OH:18][C@H:15]1[CH2:16][CH2:17][C@@:12]([C@H:11]2[CH2:10][CH2:9][C@@:8]3([CH3:22])[C@@H:4]([CH2:5][CH2:6][C:7]3=[CH2:23])[C@@H:3]2[CH2:2][NH:1][C:63](=[O:64])[C:59]2[CH:60]=[CH:61][CH:62]=[C:57]([CH3:66])[CH:58]=2)([CH3:21])[C@@H:13]([CH2:19][OH:20])[CH2:14]1, predict the reactants needed to synthesize it. The reactants are: [NH2:1][CH2:2][C@@H:3]1[C@@H:11]([C@@:12]2([CH3:21])[CH2:17][CH2:16][C@H:15]([OH:18])[CH2:14][C@@H:13]2[CH2:19][OH:20])[CH2:10][CH2:9][C@@:8]2([CH3:22])[C@H:4]1[CH2:5][CH2:6][C:7]2=[CH2:23].C1CN([P+](ON2N=NC3C=CC=CC2=3)(N2CCCC2)N2CCCC2)CC1.F[P-](F)(F)(F)(F)F.[C:57]1([CH3:66])[CH:62]=[CH:61][CH:60]=[C:59]([C:63](O)=[O:64])[CH:58]=1.CCN(C(C)C)C(C)C.